This data is from Reaction yield outcomes from USPTO patents with 853,638 reactions. The task is: Predict the reaction yield, written as a fraction of the theoretical maximum amount of product (1.0 means a 100% yield; for example, 0.34 means a 34% yield). (1) The yield is 0.100. No catalyst specified. The reactants are Cl[C:2]1[C:7]2[CH2:8][CH2:9][CH2:10][C:6]=2[CH:5]=[C:4]([C:11]([O:13][CH2:14][CH3:15])=[O:12])[N:3]=1.F[B-](F)(F)[C:18]1[CH:23]=[CH:22][CH:21]=[C:20]([C:24]#[C:25][C@:26]2([OH:33])[CH2:30][CH2:29][N:28]([CH3:31])[C:27]2=[O:32])[CH:19]=1.[K+]. The product is [OH:33][C@@:26]1([C:25]#[C:24][C:20]2[CH:19]=[C:18]([C:2]3[C:7]4[CH2:8][CH2:9][CH2:10][C:6]=4[CH:5]=[C:4]([C:11]([O:13][CH2:14][CH3:15])=[O:12])[N:3]=3)[CH:23]=[CH:22][CH:21]=2)[CH2:30][CH2:29][N:28]([CH3:31])[C:27]1=[O:32]. (2) The reactants are Cl.[Cl:2][C:3]1[CH:4]=[C:5]([N:9]2[C:13]([CH2:14][NH2:15])=[CH:12][C:11]([C:16]([F:19])([F:18])[F:17])=[N:10]2)[CH:6]=[CH:7][CH:8]=1.[OH:20][CH2:21][C:22]([C:26]1[CH:31]=[CH:30][C:29]([NH:32][C:33](=O)[O:34]C2C=CC=CC=2)=[CH:28][CH:27]=1)([CH3:25])[CH2:23][OH:24]. The catalyst is CN(C=O)C. The product is [Cl:2][C:3]1[CH:4]=[C:5]([N:9]2[C:13]([CH2:14][NH:15][C:33]([NH:32][C:29]3[CH:28]=[CH:27][C:26]([C:22]([CH3:25])([CH2:23][OH:24])[CH2:21][OH:20])=[CH:31][CH:30]=3)=[O:34])=[CH:12][C:11]([C:16]([F:17])([F:18])[F:19])=[N:10]2)[CH:6]=[CH:7][CH:8]=1. The yield is 0.650. (3) The reactants are Cl[CH2:2][C:3]1[C:7]2[CH:8]=[CH:9][C:10]([O:12][C:13]3[S:14][C:15]4[C:16]([N:21]=3)=[N:17][CH:18]=[CH:19][CH:20]=4)=[CH:11][C:6]=2[O:5][CH:4]=1.[N-:22]=[N+:23]=[N-:24].[Na+]. The catalyst is CN(C=O)C. The product is [N:22]([CH2:2][C:3]1[C:7]2[CH:8]=[CH:9][C:10]([O:12][C:13]3[S:14][C:15]4[C:16]([N:21]=3)=[N:17][CH:18]=[CH:19][CH:20]=4)=[CH:11][C:6]=2[O:5][CH:4]=1)=[N+:23]=[N-:24]. The yield is 0.650. (4) The reactants are [Br:1][C:2]1[CH:10]=[CH:9][C:8]([OH:11])=[C:7]2[C:3]=1[CH2:4][NH:5][C:6]2=[O:12].[C:13]([O-])([O-])=O.[Cs+].[Cs+].CI.O. The catalyst is CN(C=O)C. The product is [Br:1][C:2]1[CH:10]=[CH:9][C:8]([O:11][CH3:13])=[C:7]2[C:3]=1[CH2:4][NH:5][C:6]2=[O:12]. The yield is 0.700. (5) The yield is 0.170. The catalyst is C1(C)C=CC=CC=1. The reactants are [CH3:1][N:2]1[CH2:7][CH2:6][CH:5]([NH:8][C:9]2[C:14]([C:15]3[CH:20]=[CH:19][CH:18]=[CH:17][CH:16]=3)=[CH:13][N:12]=[C:11]([NH2:21])[CH:10]=2)[CH2:4][CH2:3]1.Br[C:23]1[CH:28]=[N:27][C:26]([C:29]#[N:30])=[CH:25][N:24]=1.C1C=CC(P(C2C(C3C(P(C4C=CC=CC=4)C4C=CC=CC=4)=CC=C4C=3C=CC=C4)=C3C(C=CC=C3)=CC=2)C2C=CC=CC=2)=CC=1.CC(C)([O-])C.[Na+]. The product is [CH3:1][N:2]1[CH2:3][CH2:4][CH:5]([NH:8][C:9]2[C:14]([C:15]3[CH:20]=[CH:19][CH:18]=[CH:17][CH:16]=3)=[CH:13][N:12]=[C:11]([NH:21][C:23]3[N:24]=[CH:25][C:26]([C:29]#[N:30])=[N:27][CH:28]=3)[CH:10]=2)[CH2:6][CH2:7]1. (6) The reactants are Br[C:2](Br)=[CH:3][C:4]1[CH:9]=[CH:8][C:7]([O:10][CH2:11][C:12]2[CH:17]=[CH:16][CH:15]=[CH:14][CH:13]=2)=[CH:6][CH:5]=1.C([O-])([O-])=O.[Cs+].[Cs+].O. The catalyst is CS(C)=O. The product is [C:3]([C:4]1[CH:9]=[CH:8][C:7]([O:10][CH2:11][C:12]2[CH:17]=[CH:16][CH:15]=[CH:14][CH:13]=2)=[CH:6][CH:5]=1)#[CH:2]. The yield is 0.680. (7) The reactants are BrCC([C:5]1[CH:19]=[CH:18][C:8]([C:9]([NH:11][CH2:12][CH2:13][C:14]([F:17])([F:16])[F:15])=[O:10])=[CH:7][CH:6]=1)=[O:4].[C:20](OCC)(=[S:24])[C:21]([NH2:23])=O.[CH2:28]1[CH2:32][O:31]C[CH2:29]1. No catalyst specified. The product is [F:15][C:14]([F:16])([F:17])[CH2:13][CH2:12][NH:11][C:9]([C:8]1[CH:18]=[CH:19][C:5]([C:21]2[N:23]=[CH:28][S:24][CH:20]=2)=[CH:6][CH:7]=1)=[O:10].[CH3:29][CH2:28][C:32]([O-:31])=[O:4]. The yield is 0.610. (8) The reactants are [CH:1]([C:4]1[O:8][N:7]=[C:6]([N:9]2[CH2:14][CH2:13][N:12](C(OC(C)(C)C)=O)[C@H:11]([CH3:22])[CH2:10]2)[N:5]=1)([CH3:3])[CH3:2].Cl.O1CCOCC1. The catalyst is ClCCl. The product is [CH:1]([C:4]1[O:8][N:7]=[C:6]([N:9]2[CH2:14][CH2:13][NH:12][C@H:11]([CH3:22])[CH2:10]2)[N:5]=1)([CH3:3])[CH3:2]. The yield is 1.00.